This data is from Reaction yield outcomes from USPTO patents with 853,638 reactions. The task is: Predict the reaction yield, written as a fraction of the theoretical maximum amount of product (1.0 means a 100% yield; for example, 0.34 means a 34% yield). (1) The product is [Cl:1][C:2]1[CH:7]=[C:6]([CH2:8][O:9][CH:11]2[CH2:12][CH2:13][CH2:14][CH2:15][O:10]2)[CH:5]=[CH:4][N:3]=1. The reactants are [Cl:1][C:2]1[CH:7]=[C:6]([CH2:8][OH:9])[CH:5]=[CH:4][N:3]=1.[O:10]1[CH:15]=[CH:14][CH2:13][CH2:12][CH2:11]1.CC1C=CC(S(O)(=O)=O)=CC=1. The catalyst is C1COCC1. The yield is 0.780. (2) The reactants are [CH2:1]([O:3][C:4]([C:6]1[S:7][C:8](SC)=[C:9]([C:18]#[N:19])[C:10]=1[C:11]1[CH:16]=[CH:15][C:14]([I:17])=[CH:13][CH:12]=1)=[O:5])[CH3:2].[CH:22]([Zn])([CH3:24])[CH3:23]. The catalyst is CCOCC.C1COCC1.[Cl-].[Cl-].[Zn+2].[Ni](Cl)Cl.C1(P(C2C=CC=CC=2)CCCP(C2C=CC=CC=2)C2C=CC=CC=2)C=CC=CC=1. The product is [CH2:1]([O:3][C:4]([C:6]1[S:7][C:8]([CH:22]([CH3:24])[CH3:23])=[C:9]([C:18]#[N:19])[C:10]=1[C:11]1[CH:16]=[CH:15][C:14]([I:17])=[CH:13][CH:12]=1)=[O:5])[CH3:2]. The yield is 0.250. (3) The reactants are Br[C:2]1[CH:7]=[CH:6][C:5]([S:8]([N:11]([CH3:19])[CH2:12][CH2:13][N:14]2[CH2:18][CH2:17][CH2:16][CH2:15]2)(=[O:10])=[O:9])=[CH:4][CH:3]=1.[Cl:20][C:21]1[CH:26]=[CH:25][CH:24]=[C:23]([Cl:27])[C:22]=1[C:28]1[CH:38]=[C:37]([CH3:39])[C:31]2[N:32]=[C:33]([NH2:36])[N:34]=[N:35][C:30]=2[CH:29]=1.C([O-])([O-])=O.[Cs+].[Cs+].CC1(C)C2C(=C(P(C3C=CC=CC=3)C3C=CC=CC=3)C=CC=2)OC2C(P(C3C=CC=CC=3)C3C=CC=CC=3)=CC=CC1=2. The catalyst is O1CCOCC1.C1C=CC(/C=C/C(/C=C/C2C=CC=CC=2)=O)=CC=1.C1C=CC(/C=C/C(/C=C/C2C=CC=CC=2)=O)=CC=1.C1C=CC(/C=C/C(/C=C/C2C=CC=CC=2)=O)=CC=1.[Pd].[Pd]. The product is [Cl:20][C:21]1[CH:26]=[CH:25][CH:24]=[C:23]([Cl:27])[C:22]=1[C:28]1[CH:38]=[C:37]([CH3:39])[C:31]2[N:32]=[C:33]([NH:36][C:2]3[CH:7]=[CH:6][C:5]([S:8]([N:11]([CH3:19])[CH2:12][CH2:13][N:14]4[CH2:18][CH2:17][CH2:16][CH2:15]4)(=[O:10])=[O:9])=[CH:4][CH:3]=3)[N:34]=[N:35][C:30]=2[CH:29]=1. The yield is 0.760. (4) The reactants are S([O-])([O-])(=O)=O.[Mg+2].OS(O)(=O)=O.[I:12][C:13]1[CH:17]=[C:16]([C:18]2[CH:23]=[CH:22][CH:21]=[CH:20][CH:19]=2)[S:15][C:14]=1[C:24]([OH:26])=[O:25].[C:27](O)([CH3:30])([CH3:29])[CH3:28].C(=O)(O)[O-]. The catalyst is ClCCl. The product is [C:27]([O:25][C:24]([C:14]1[S:15][C:16]([C:18]2[CH:23]=[CH:22][CH:21]=[CH:20][CH:19]=2)=[CH:17][C:13]=1[I:12])=[O:26])([CH3:30])([CH3:29])[CH3:28]. The yield is 0.440.